Task: Predict which catalyst facilitates the given reaction.. Dataset: Catalyst prediction with 721,799 reactions and 888 catalyst types from USPTO The catalyst class is: 9. Reactant: [CH3:1][C:2]1[C:7]([C:8](O)=[O:9])=[CH:6][C:5]([S:11]([N:14]2[CH2:18][CH2:17][CH2:16][CH2:15]2)(=[O:13])=[O:12])=[CH:4][C:3]=1[C:19]1[CH:24]=[CH:23][C:22]([CH3:25])=[CH:21][CH:20]=1.[CH3:26][C:27]1[N:32]=[CH:31][C:30]([C@H:33]([NH2:35])[CH3:34])=[CH:29][N:28]=1.F[P-](F)(F)(F)(F)F.C[N+](C)=C(N(C)C)ON1C2N=CC=CC=2N=N1.C(N(CC)C(C)C)(C)C. Product: [CH3:1][C:2]1[C:7]([C:8]([NH:35][C@@H:33]([C:30]2[CH:29]=[N:28][C:27]([CH3:26])=[N:32][CH:31]=2)[CH3:34])=[O:9])=[CH:6][C:5]([S:11]([N:14]2[CH2:18][CH2:17][CH2:16][CH2:15]2)(=[O:13])=[O:12])=[CH:4][C:3]=1[C:19]1[CH:24]=[CH:23][C:22]([CH3:25])=[CH:21][CH:20]=1.